Dataset: Aqueous solubility values for 9,982 compounds from the AqSolDB database. Task: Regression/Classification. Given a drug SMILES string, predict its absorption, distribution, metabolism, or excretion properties. Task type varies by dataset: regression for continuous measurements (e.g., permeability, clearance, half-life) or binary classification for categorical outcomes (e.g., BBB penetration, CYP inhibition). For this dataset (solubility_aqsoldb), we predict Y. The compound is CCCCCCCCN(CCCCCCCC)CCCCCCCC. The Y is -6.85 log mol/L.